Dataset: Forward reaction prediction with 1.9M reactions from USPTO patents (1976-2016). Task: Predict the product of the given reaction. (1) Given the reactants [CH3:1][O:2][C:3]1[CH:4]=[C:5]([C:9]2(O)[CH2:18][CH2:17][C:12]3([O:16][CH2:15][CH2:14][O:13]3)[CH2:11][CH2:10]2)[CH:6]=[CH:7][CH:8]=1.O.C1(C)C=CC(S(O)(=O)=O)=CC=1, predict the reaction product. The product is: [CH3:1][O:2][C:3]1[CH:4]=[C:5]([C:9]2[CH2:18][CH2:17][C:12]3([O:13][CH2:14][CH2:15][O:16]3)[CH2:11][CH:10]=2)[CH:6]=[CH:7][CH:8]=1. (2) Given the reactants Cl.[Br:2][C:3]1[CH:4]=[C:5]([C:8]2[O:12][N:11]=[C:10]([C@H:13]3[CH2:18][CH2:17][CH2:16][NH:15][CH2:14]3)[N:9]=2)[NH:6][CH:7]=1.[F:19][C:20]1[CH:21]=[N:22][CH:23]=[CH:24][C:25]=1[C:26](O)=[O:27], predict the reaction product. The product is: [Br:2][C:3]1[CH:4]=[C:5]([C:8]2[O:12][N:11]=[C:10]([C@H:13]3[CH2:18][CH2:17][CH2:16][N:15]([C:26]([C:25]4[CH:24]=[CH:23][N:22]=[CH:21][C:20]=4[F:19])=[O:27])[CH2:14]3)[N:9]=2)[NH:6][CH:7]=1. (3) Given the reactants [Cl:1][C:2]1[CH:10]=[CH:9][C:8]2[NH:7][C:6]3[CH2:11][CH2:12][N:13]([CH3:16])[CH2:14][CH2:15][C:5]=3[C:4]=2[CH:3]=1.[CH:17]([C:19]1[CH:24]=[CH:23][N:22]=[CH:21][CH:20]=1)=[CH2:18].[OH-].[Na+], predict the reaction product. The product is: [Cl:1][C:2]1[CH:10]=[CH:9][C:8]2[N:7]([CH2:18][CH2:17][C:19]3[CH:24]=[CH:23][N:22]=[CH:21][CH:20]=3)[C:6]3[CH2:11][CH2:12][N:13]([CH3:16])[CH2:14][CH2:15][C:5]=3[C:4]=2[CH:3]=1. (4) Given the reactants Cl[C:8]1[CH:13]=[CH:12][C:11]([C:8]2[C:9](C=O)=[CH:10][CH:11]=[CH:12][CH:13]=2)=[CH:10][CH:9]=1.[CH:16]1([NH2:19])[CH2:18][CH2:17]1.[N:20]1([C:26]([O:28][C:29]([CH3:32])([CH3:31])[CH3:30])=[O:27])CCNCC1, predict the reaction product. The product is: [C:29]([O:28][C:26](=[O:27])[NH:20][C@H:12]1[CH2:11][CH2:10][C@@H:9]([NH:19][CH:16]2[CH2:18][CH2:17]2)[CH2:8][CH2:13]1)([CH3:32])([CH3:31])[CH3:30]. (5) Given the reactants [CH3:1][N:2]([CH3:34])[C:3]1[C:32]([CH3:33])=[CH:31][C:6]2[N:7]=[C:8]3[C:13]([N:14]([CH2:15][CH2:16][CH2:17][CH2:18][CH2:19][CH2:20][P:21](=[O:28])([O:25]CC)[O:22]CC)[C:5]=2[CH:4]=1)=[N:12][C:11](=[O:29])[NH:10][C:9]3=[O:30], predict the reaction product. The product is: [CH3:34][N:2]([CH3:1])[C:3]1[C:32]([CH3:33])=[CH:31][C:6]2[N:7]=[C:8]3[C:13]([N:14]([CH2:15][CH2:16][CH2:17][CH2:18][CH2:19][CH2:20][P:21](=[O:22])([OH:28])[OH:25])[C:5]=2[CH:4]=1)=[N:12][C:11](=[O:29])[NH:10][C:9]3=[O:30].